Dataset: M1 muscarinic receptor antagonist screen with 61,756 compounds. Task: Binary Classification. Given a drug SMILES string, predict its activity (active/inactive) in a high-throughput screening assay against a specified biological target. (1) The compound is S(Cc1oc(cc1)C(OC)=O)CC(=O)Nc1cc(OC)cc(OC)c1. The result is 0 (inactive). (2) The drug is S(=O)(=O)(N1CCC(CC1)C(=O)NCc1cc(OC)ccc1)c1c2ncccc2ccc1. The result is 0 (inactive). (3) The compound is O(c1nc(n2nnc(c2C)C(=O)C)nc(N(C)C)n1)CC. The result is 0 (inactive). (4) The molecule is S(=O)(=O)(N1CCOCC1)c1cc(C(=O)N2CCC(=CC2)c2ccccc2)ccc1OC. The result is 0 (inactive). (5) The drug is S(CC(=O)Nc1ccc(N(C)C)cc1)c1sc(c(n1)N)C(OCC)=O. The result is 0 (inactive). (6) The drug is Brc1ccc(Cn2c(=O)c3nnn(c3nc2)c2cc(OC)ccc2)cc1. The result is 0 (inactive). (7) The drug is s1c(Nc2c(OC)ccc(OC)c2)nc(c2cc(O)c(O)cc2)c1. The result is 0 (inactive).